Dataset: Forward reaction prediction with 1.9M reactions from USPTO patents (1976-2016). Task: Predict the product of the given reaction. (1) Given the reactants [CH2:1]([O:4][C:5]1[CH:6]=[C:7]([C:30]([N:32]([CH3:34])[CH3:33])=[O:31])[CH:8]=[C:9]([CH:29]=1)[C:10]([NH:12][C@@H:13]([CH2:18][C:19]1[CH:24]=[CH:23][CH:22]=[C:21]([O:25][CH2:26][CH:27]=C)[CH:20]=1)[C@H:14]([OH:17])[CH2:15][Cl:16])=[O:11])[CH:2]=C.C(OC=C)CCC, predict the reaction product. The product is: [CH3:34][N:32]([CH3:33])[C:30]([C:7]1[CH:6]=[C:5]2[CH:29]=[C:9]([CH:8]=1)[C:10](=[O:11])[NH:12][C@H:13]([C@H:14]([OH:17])[CH2:15][Cl:16])[CH2:18][C:19]1[CH:20]=[C:21]([CH:22]=[CH:23][CH:24]=1)[O:25][CH2:26][CH:27]=[CH:2][CH2:1][O:4]2)=[O:31]. (2) Given the reactants Cl[C:2]1[N:7]=[C:6]([C:8]2[C:9]([C:17]3[CH:18]=[C:19]([NH:23][C:24](=[O:29])[C:25](F)(F)F)[CH:20]=[CH:21][CH:22]=3)=[N:10][N:11]3[CH:16]=[CH:15][CH:14]=[CH:13][C:12]=23)[CH:5]=[CH:4][N:3]=1.CN(C[C:34]1[CH:35]=[C:36]([CH:38]=[CH:39][CH:40]=1)[NH2:37])C, predict the reaction product. The product is: [C:17]1([CH2:25][C:24]([NH:23][C:19]2[CH:20]=[CH:21][CH:22]=[C:17]([C:9]3[C:8]([C:6]4[CH:5]=[CH:4][N:3]=[C:2]([NH:37][C:36]5[CH:35]=[CH:34][CH:40]=[CH:39][CH:38]=5)[N:7]=4)=[C:12]4[CH:13]=[CH:14][CH:15]=[CH:16][N:11]4[N:10]=3)[CH:18]=2)=[O:29])[CH:18]=[CH:19][CH:20]=[CH:21][CH:22]=1. (3) Given the reactants [NH2:1][C:2]1[CH:3]=[C:4]2[C:13](=[CH:14][C:15]=1Br)[O:12][CH2:11][C:10]1[N:5]2[CH:6]([CH3:18])[C:7](=[O:17])[NH:8][N:9]=1.[CH:19]1(B(O)O)[CH2:21][CH2:20]1.C([O-])([O-])=O.[K+].[K+], predict the reaction product. The product is: [NH2:1][C:2]1[CH:3]=[C:4]2[C:13](=[CH:14][C:15]=1[CH:19]1[CH2:21][CH2:20]1)[O:12][CH2:11][C:10]1[N:5]2[CH:6]([CH3:18])[C:7](=[O:17])[NH:8][N:9]=1. (4) Given the reactants C(OC1N=NC(C#CC2C=CC(C(F)(F)F)=CN=2)=CC=1OCC1C=CC=CC=1)C1C=CC=CC=1.[CH2:35]([O:42][C:43]1[N:44]=[N:45][C:46]([C:57]#[CH:58])=[CH:47][C:48]=1[O:49][CH2:50][C:51]1[CH:56]=[CH:55][CH:54]=[CH:53][CH:52]=1)[C:36]1[CH:41]=[CH:40][CH:39]=[CH:38][CH:37]=1.[F:59][CH:60]([F:69])[O:61][C:62]1[CH:67]=[CH:66][C:65](I)=[CH:64][CH:63]=1, predict the reaction product. The product is: [CH2:35]([O:42][C:43]1[N:44]=[N:45][C:46]([C:57]#[C:58][C:65]2[CH:66]=[CH:67][C:62]([O:61][CH:60]([F:69])[F:59])=[CH:63][CH:64]=2)=[CH:47][C:48]=1[O:49][CH2:50][C:51]1[CH:56]=[CH:55][CH:54]=[CH:53][CH:52]=1)[C:36]1[CH:37]=[CH:38][CH:39]=[CH:40][CH:41]=1.